From a dataset of Forward reaction prediction with 1.9M reactions from USPTO patents (1976-2016). Predict the product of the given reaction. (1) Given the reactants [CH3:1][O:2][C:3](=[O:30])[C:4]1[CH:9]=[CH:8][CH:7]=[C:6]([CH2:10][N:11]([CH:25]2[CH2:29][CH2:28][CH2:27][CH2:26]2)[C:12]2[N:17]=[C:16]([C:18]3[CH:23]=[CH:22][C:21]([OH:24])=[CH:20][CH:19]=3)[CH:15]=[CH:14][N:13]=2)[CH:5]=1.[CH3:31][C@H:32]1[CH2:37][CH2:36][C@H:35](O)[CH2:34][CH2:33]1.C1(P(C2C=CC=CC=2)C2C=CC=CC=2)C=CC=CC=1.N(C(OC(C)C)=O)=NC(OC(C)C)=O, predict the reaction product. The product is: [CH3:1][O:2][C:3](=[O:30])[C:4]1[CH:9]=[CH:8][CH:7]=[C:6]([CH2:10][N:11]([CH:25]2[CH2:29][CH2:28][CH2:27][CH2:26]2)[C:12]2[N:17]=[C:16]([C:18]3[CH:23]=[CH:22][C:21]([O:24][C@H:35]4[CH2:36][CH2:37][C@@H:32]([CH3:31])[CH2:33][CH2:34]4)=[CH:20][CH:19]=3)[CH:15]=[CH:14][N:13]=2)[CH:5]=1. (2) Given the reactants [NH2:1][CH2:2][C@H:3]1[N:8]([C:9]([C:11]2[N:12]=[C:13]([CH3:23])[S:14][C:15]=2[C:16]2[CH:17]=[C:18]([CH3:22])[CH:19]=[CH:20][CH:21]=2)=[O:10])[CH2:7][C@H:6]2[C@@H:4]1[CH2:5]2.[F:24][C:25]1[CH:26]=[C:27]2[C:31](=[CH:32][CH:33]=1)[N:30]([CH3:34])[C:29]([C:35](O)=[O:36])=[CH:28]2, predict the reaction product. The product is: [CH3:23][C:13]1[S:14][C:15]([C:16]2[CH:17]=[C:18]([CH3:22])[CH:19]=[CH:20][CH:21]=2)=[C:11]([C:9]([N:8]2[CH2:7][C@H:6]3[C@H:4]([CH2:5]3)[C@H:3]2[CH2:2][NH:1][C:35]([C:29]2[N:30]([CH3:34])[C:31]3[C:27]([CH:28]=2)=[CH:26][C:25]([F:24])=[CH:33][CH:32]=3)=[O:36])=[O:10])[N:12]=1. (3) The product is: [Cl:1][C:2]1[CH:7]=[CH:6][CH:5]=[C:4]([F:8])[C:3]=1[C:9]1[C:13]([C:14]([N:34]([O:35][CH3:36])[CH3:33])=[O:16])=[C:12]([C:17]2[CH:18]=[N:19][N:20]([C:26]3[CH:31]=[CH:30][CH:29]=[C:28]([Cl:32])[CH:27]=3)[C:21]=2[C:22]([F:24])([F:25])[F:23])[O:11][N:10]=1. Given the reactants [Cl:1][C:2]1[CH:7]=[CH:6][CH:5]=[C:4]([F:8])[C:3]=1[C:9]1[C:13]([C:14]([OH:16])=O)=[C:12]([C:17]2[CH:18]=[N:19][N:20]([C:26]3[CH:31]=[CH:30][CH:29]=[C:28]([Cl:32])[CH:27]=3)[C:21]=2[C:22]([F:25])([F:24])[F:23])[O:11][N:10]=1.[CH3:33][NH:34][O:35][CH3:36].CN(C(ON1N=NC2C=CC=CC1=2)=[N+](C)C)C.F[P-](F)(F)(F)(F)F.C(OC(=O)C)C, predict the reaction product. (4) Given the reactants Cl[C:2]1[CH:7]=[CH:6][C:5]([N+:8]([O-:10])=[O:9])=[CH:4][N:3]=1.[CH:11]([O:14][Na])([CH3:13])[CH3:12], predict the reaction product. The product is: [O:14]([C:2]1[CH:7]=[CH:6][C:5]([N+:8]([O-:10])=[O:9])=[CH:4][N:3]=1)[CH:11]([CH3:13])[CH3:12]. (5) Given the reactants [CH:1]([C:3]1[CH:12]=[CH:11][C:6]([C:7]([O:9][CH3:10])=[O:8])=[CH:5][CH:4]=1)=[O:2].[C:13]1([Mg]Cl)[CH:18]=[CH:17][CH:16]=[CH:15][CH:14]=1.O1CCCC1, predict the reaction product. The product is: [OH:2][CH:1]([C:13]1[CH:18]=[CH:17][CH:16]=[CH:15][CH:14]=1)[C:3]1[CH:12]=[CH:11][C:6]([C:7]([O:9][CH3:10])=[O:8])=[CH:5][CH:4]=1. (6) Given the reactants [NH:1]1[CH:8]=[CH:7][C:5](=[O:6])[NH:4][C:2]1=[O:3].C(O[C@@H:18]1[O:40][C@H:39]([CH2:41][O:42][C:43](=[O:50])[C:44]2[CH:49]=[CH:48][CH:47]=[CH:46][CH:45]=2)[C@@H:29]([O:30][C:31](=[O:38])[C:32]2[CH:37]=[CH:36][CH:35]=[CH:34][CH:33]=2)[C@@:19]1([CH3:51])[O:20][C:21](=[O:28])[C:22]1[CH:27]=[CH:26][CH:25]=[CH:24][CH:23]=1)(=O)C1C=CC=CC=1.C([O-])(O)=O.[Na+], predict the reaction product. The product is: [C:21]([O:20][C@:19]1([CH3:51])[C@H:29]([O:30][C:31](=[O:38])[C:32]2[CH:37]=[CH:36][CH:35]=[CH:34][CH:33]=2)[C@@H:39]([CH2:41][O:42][C:43](=[O:50])[C:44]2[CH:45]=[CH:46][CH:47]=[CH:48][CH:49]=2)[O:40][C@H:18]1[N:1]1[CH:8]=[CH:7][C:5](=[O:6])[NH:4][C:2]1=[O:3])(=[O:28])[C:22]1[CH:27]=[CH:26][CH:25]=[CH:24][CH:23]=1. (7) Given the reactants Cl[C:2]1[N:7]=[CH:6][C:5]([CH2:8][C:9]2[CH:10]=[C:11]3[C:16](=[C:17]4[CH:22]=[CH:21][CH:20]=[CH:19][C:18]=24)[N:15]=[CH:14][N:13]([C@H:23]2[CH2:28][CH2:27][O:26][CH2:25][C@@H:24]2[OH:29])[C:12]3=[O:30])=[CH:4][CH:3]=1.[CH3:31][N:32](C=O)C, predict the reaction product. The product is: [OH:29][C@@H:24]1[C@@H:23]([N:13]2[C:12](=[O:30])[C:11]3[C:16](=[C:17]4[CH:22]=[CH:21][CH:20]=[CH:19][C:18]4=[C:9]([CH2:8][C:5]4[CH:4]=[CH:3][C:2]([C:31]#[N:32])=[N:7][CH:6]=4)[CH:10]=3)[N:15]=[CH:14]2)[CH2:28][CH2:27][O:26][CH2:25]1. (8) Given the reactants FS([C:5]([F:10])([F:9])C(O)=O)(=O)=O.[OH:11][CH2:12][C@@H:13]([O:15][C:16]1[CH:17]=[C:18]([CH:23]=[C:24]([O:26][CH2:27][C:28]2[CH:33]=[CH:32][CH:31]=[CH:30][CH:29]=2)[CH:25]=1)[C:19]([O:21][CH3:22])=[O:20])[CH3:14], predict the reaction product. The product is: [F:9][CH:5]([F:10])[O:11][CH2:12][C@@H:13]([O:15][C:16]1[CH:17]=[C:18]([CH:23]=[C:24]([O:26][CH2:27][C:28]2[CH:33]=[CH:32][CH:31]=[CH:30][CH:29]=2)[CH:25]=1)[C:19]([O:21][CH3:22])=[O:20])[CH3:14]. (9) The product is: [Cl:57][C:19]1[CH:20]=[C:21]([C:22]2[N:30]=[C:29]([C:31]3[NH:35][C:34](=[O:36])[O:33][N:32]=3)[N:28]=[C:27]3[C:23]=2[N:24]([CH2:49][C@H:50]2[CH2:55][CH2:54][C@H:53]([CH3:56])[CH2:52][CH2:51]2)[C:25]([N:37]2[CH2:42][CH2:41][O:40][CH2:39][C@H:38]2[C:43]2[CH:48]=[CH:47][CH:46]=[CH:45][CH:44]=2)=[N:26]3)[C:16]([OH:15])=[N:17][CH:18]=1. Given the reactants [SiH](CC)(CC)CC.C([O:15][C:16]1[C:21]([C:22]2[N:30]=[C:29]([C:31]3[NH:35][C:34](=[O:36])[O:33][N:32]=3)[N:28]=[C:27]3[C:23]=2[N:24]([CH2:49][C@H:50]2[CH2:55][CH2:54][C@H:53]([CH3:56])[CH2:52][CH2:51]2)[C:25]([N:37]2[CH2:42][CH2:41][O:40][CH2:39][C@H:38]2[C:43]2[CH:48]=[CH:47][CH:46]=[CH:45][CH:44]=2)=[N:26]3)=[CH:20][C:19]([Cl:57])=[CH:18][N:17]=1)C1C=CC=CC=1, predict the reaction product.